Dataset: Reaction yield outcomes from USPTO patents with 853,638 reactions. Task: Predict the reaction yield, written as a fraction of the theoretical maximum amount of product (1.0 means a 100% yield; for example, 0.34 means a 34% yield). (1) The reactants are [OH:1][CH2:2][CH2:3][CH2:4][CH2:5][CH2:6][O:7][CH2:8][CH2:9][C:10]#[N:11].[BH4-].[Na+].[OH-].[Na+].[C:16](O[C:16]([O:18][C:19]([CH3:22])([CH3:21])[CH3:20])=[O:17])([O:18][C:19]([CH3:22])([CH3:21])[CH3:20])=[O:17]. The catalyst is CO.O.C1COCC1.[Ni](Cl)Cl. The product is [OH:1][CH2:2][CH2:3][CH2:4][CH2:5][CH2:6][O:7][CH2:8][CH2:9][CH2:10][NH:11][C:16](=[O:17])[O:18][C:19]([CH3:22])([CH3:21])[CH3:20]. The yield is 0.550. (2) The reactants are [Cl-].O[NH3+:3].[C:4](=[O:7])([O-])[OH:5].[Na+].CS(C)=O.[OH:13][C:14]1[CH:19]=[CH:18][C:17]([N:20]2[CH2:25][CH2:24][CH:23]([N:26]3[C:31](=[O:32])[C:30]([CH2:33][C:34]4[CH:39]=[CH:38][C:37]([C:40]5[C:41]([C:46]#[N:47])=[CH:42][CH:43]=[CH:44][CH:45]=5)=[CH:36][CH:35]=4)=[C:29]([CH2:48][CH2:49][CH3:50])[N:28]4[N:51]=[CH:52][N:53]=[C:27]34)[CH2:22][CH2:21]2)=[CH:16][CH:15]=1. The catalyst is C(OCC)(=O)C. The product is [OH:13][C:14]1[CH:15]=[CH:16][C:17]([N:20]2[CH2:21][CH2:22][CH:23]([N:26]3[C:31](=[O:32])[C:30]([CH2:33][C:34]4[CH:39]=[CH:38][C:37]([C:40]5[CH:45]=[CH:44][CH:43]=[CH:42][C:41]=5[C:46]5[NH:3][C:4](=[O:7])[O:5][N:47]=5)=[CH:36][CH:35]=4)=[C:29]([CH2:48][CH2:49][CH3:50])[N:28]4[N:51]=[CH:52][N:53]=[C:27]34)[CH2:24][CH2:25]2)=[CH:18][CH:19]=1. The yield is 0.360. (3) The reactants are [N:1]([CH2:4][CH2:5][O:6][CH2:7][CH2:8][O:9][CH2:10][CH2:11][O:12][CH2:13][CH2:14][O:15][C:16]1[CH:21]=[CH:20][C:19]([N+:22]([O-:24])=[O:23])=[CH:18][CH:17]=1)=[N+]=[N-].C1(P(C2C=CC=CC=2)C2C=CC=CC=2)C=CC=CC=1.O. The catalyst is O1CCCC1. The product is [N+:22]([C:19]1[CH:18]=[CH:17][C:16]([O:15][CH2:14][CH2:13][O:12][CH2:11][CH2:10][O:9][CH2:8][CH2:7][O:6][CH2:5][CH2:4][NH2:1])=[CH:21][CH:20]=1)([O-:24])=[O:23]. The yield is 0.830. (4) The reactants are O=[C:2]1[C:11]2[C:6](=[CH:7][N:8]=[CH:9][CH:10]=2)[C:5]2=[CH:12][CH:13]=[CH:14][C:15]([C:16]([O:18][CH3:19])=[O:17])=[C:4]2[NH:3]1.P(Cl)(Cl)([Cl:22])=O. No catalyst specified. The product is [Cl:22][C:2]1[C:11]2[C:6](=[CH:7][N:8]=[CH:9][CH:10]=2)[C:5]2=[CH:12][CH:13]=[CH:14][C:15]([C:16]([O:18][CH3:19])=[O:17])=[C:4]2[N:3]=1. The yield is 0.920. (5) The reactants are [NH2:1][C:2]1[CH:9]=[CH:8][CH:7]=[CH:6][C:3]=1[C:4]#[N:5].[I-:10].[NH4+].OO.ClCCl. The catalyst is C(O)(=O)C.CCCCCC. The product is [NH2:1][C:2]1[CH:9]=[CH:8][C:7]([I:10])=[CH:6][C:3]=1[C:4]#[N:5]. The yield is 0.480.